This data is from Full USPTO retrosynthesis dataset with 1.9M reactions from patents (1976-2016). The task is: Predict the reactants needed to synthesize the given product. (1) Given the product [CH2:13]([S:15][C:16]1[C:17]([C:22]([NH:24][C:2]2[CH:7]=[CH:6][C:5]([S:8][C:9]([F:12])([F:11])[F:10])=[CH:4][N:3]=2)=[O:23])=[N:18][CH:19]=[CH:20][CH:21]=1)[CH3:14], predict the reactants needed to synthesize it. The reactants are: Cl[C:2]1[CH:7]=[CH:6][C:5]([S:8][C:9]([F:12])([F:11])[F:10])=[CH:4][N:3]=1.[CH2:13]([S:15][C:16]1[C:17]([C:22]([NH2:24])=[O:23])=[N:18][CH:19]=[CH:20][CH:21]=1)[CH3:14].C(=O)([O-])[O-].[Cs+].[Cs+].C1N2CCN(CC2)C1. (2) Given the product [NH2:72][C:73]1[S:77][C:76]([C:78]2[CH:83]=[CH:82][CH:81]=[C:80]([F:84])[C:79]=2[F:85])=[N:75][C:74]=1[C:86]([NH:22][C:21]1[CH:20]=[N:19][N:18]([CH3:25])[C:17]=1[C@@H:5]1[CH2:6][CH2:7][C@@H:8]([NH2:9])[C@@H:2]([F:1])[CH2:3][O:4]1)=[O:87], predict the reactants needed to synthesize it. The reactants are: [F:1][C@H:2]1[C@H:8]([NH:9]C(=O)OC(C)(C)C)[CH2:7][CH2:6][C@@H:5]([C:17]2[N:18]([CH3:25])[N:19]=[CH:20][C:21]=2[N+:22]([O-])=O)[O:4][CH2:3]1.BrC1SC(NC(=O)OC(C)(C)C)=C(C(=O)NC2C=NN(C)C=2[C@@H]2CC[C@@H](NC(OC(C)(C)C)=O)[C@@H](F)CO2)N=1.C(OC([NH:72][C:73]1[S:77][C:76]([C:78]2[CH:83]=[CH:82][CH:81]=[C:80]([F:84])[C:79]=2[F:85])=[N:75][C:74]=1[C:86](O)=[O:87])=O)(C)(C)C. (3) Given the product [F:1][C:2]1[CH:3]=[C:4]([C:9]2[CH:10]=[CH:11][C:12]([C:15]([F:16])([F:17])[F:18])=[CH:13][CH:14]=2)[CH:5]=[C:6]([N+:19]([O-:21])=[O:20])[C:7]=1[NH2:8], predict the reactants needed to synthesize it. The reactants are: [F:1][C:2]1[CH:3]=[C:4]([C:9]2[CH:14]=[CH:13][C:12]([C:15]([F:18])([F:17])[F:16])=[CH:11][CH:10]=2)[CH:5]=[CH:6][C:7]=1[NH2:8].[N+:19]([O-])([OH:21])=[O:20]. (4) Given the product [C:42]([O:24][CH2:23][CH2:22][CH2:21][CH2:20][C:17]1[CH:18]=[CH:19][C:14]([C:11]2[CH:10]=[CH:9][C:8]([N:7]([C:25]3[CH:26]=[CH:27][C:28]([CH3:31])=[CH:29][CH:30]=3)[C:4]3[CH:3]=[CH:2][C:1]([CH3:32])=[CH:6][CH:5]=3)=[CH:13][CH:12]=2)=[CH:15][CH:16]=1)(=[O:43])[CH:41]=[CH2:40], predict the reactants needed to synthesize it. The reactants are: [C:1]1([CH3:32])[CH:6]=[CH:5][C:4]([N:7]([C:25]2[CH:30]=[CH:29][C:28]([CH3:31])=[CH:27][CH:26]=2)[C:8]2[CH:13]=[CH:12][C:11]([C:14]3[CH:19]=[CH:18][C:17]([CH2:20][CH2:21][CH2:22][CH2:23][OH:24])=[CH:16][CH:15]=3)=[CH:10][CH:9]=2)=[CH:3][CH:2]=1.CN(C)C(=O)C.Cl[CH2:40][CH2:41][C:42](Cl)=[O:43].C(N(CC)CC)C. (5) Given the product [Cl:1][C:2]1[CH:7]=[CH:6][C:5]([CH:8]=[CH:9][C:10]2[O:11][CH:12]=[C:13]([CH2:15][O:16][C:25]3[N:26]=[N:27][C:28]([CH2:31][CH2:32][CH2:33][CH2:34][N:35]4[CH:39]=[CH:38][N:37]=[N:36]4)=[CH:29][CH:30]=3)[N:14]=2)=[C:4]([F:17])[CH:3]=1, predict the reactants needed to synthesize it. The reactants are: [Cl:1][C:2]1[CH:7]=[CH:6][C:5]([CH:8]=[CH:9][C:10]2[O:11][CH:12]=[C:13]([CH2:15][OH:16])[N:14]=2)=[C:4]([F:17])[CH:3]=1.CC(C)([O-])C.[Na+].Cl[C:25]1[N:26]=[N:27][C:28]([CH2:31][CH2:32][CH2:33][CH2:34][N:35]2[CH:39]=[CH:38][N:37]=[N:36]2)=[CH:29][CH:30]=1.C(OCC)(=O)C. (6) Given the product [Cl:1][C:2]1[N:7]=[C:6]([NH:10][C:11]2[CH:16]=[CH:15][CH:14]=[CH:13][N:12]=2)[CH:5]=[C:4]([CH3:9])[N:3]=1, predict the reactants needed to synthesize it. The reactants are: [Cl:1][C:2]1[N:7]=[C:6](Cl)[CH:5]=[C:4]([CH3:9])[N:3]=1.[NH2:10][C:11]1[CH:16]=[CH:15][CH:14]=[CH:13][N:12]=1.C(=O)([O-])[O-].[Cs+].[Cs+].CC1(C)C2C=CC=C(P(C3C=CC=CC=3)C3C=CC=CC=3)C=2OC2C1=CC=CC=2P(C1C=CC=CC=1)C1C=CC=CC=1. (7) The reactants are: [CH:1]1[C:10]2[C:5](=[CH:6][CH:7]=[CH:8][CH:9]=2)[CH:4]=[CH:3][C:2]=1[SH:11].Br[C:13]1[C:14]2[C:19]([CH:20]=[C:21]3[C:26]=1[CH:25]=[CH:24][CH:23]=[CH:22]3)=[CH:18][CH:17]=[CH:16][CH:15]=2.C([O-])([O-])=O.[K+].[K+].C(O)CO. Given the product [CH:15]1[C:14]2[C:19](=[CH:20][C:21]3[C:26]([C:13]=2[S:11][C:2]2[CH:3]=[CH:4][C:5]4[C:10](=[CH:9][CH:8]=[CH:7][CH:6]=4)[CH:1]=2)=[CH:25][CH:24]=[CH:23][CH:22]=3)[CH:18]=[CH:17][CH:16]=1, predict the reactants needed to synthesize it.